From a dataset of Merck oncology drug combination screen with 23,052 pairs across 39 cell lines. Regression. Given two drug SMILES strings and cell line genomic features, predict the synergy score measuring deviation from expected non-interaction effect. (1) Drug 1: Nc1ccn(C2OC(CO)C(O)C2(F)F)c(=O)n1. Drug 2: CCN(CC)CCNC(=O)c1c(C)[nH]c(C=C2C(=O)Nc3ccc(F)cc32)c1C. Cell line: A375. Synergy scores: synergy=-8.21. (2) Drug 1: CCC1(O)CC2CN(CCc3c([nH]c4ccccc34)C(C(=O)OC)(c3cc4c(cc3OC)N(C)C3C(O)(C(=O)OC)C(OC(C)=O)C5(CC)C=CCN6CCC43C65)C2)C1. Drug 2: N#Cc1ccc(Cn2cncc2CN2CCN(c3cccc(Cl)c3)C(=O)C2)cc1. Cell line: NCIH2122. Synergy scores: synergy=14.7. (3) Drug 1: O=C(CCCCCCC(=O)Nc1ccccc1)NO. Drug 2: COC1CC2CCC(C)C(O)(O2)C(=O)C(=O)N2CCCCC2C(=O)OC(C(C)CC2CCC(OP(C)(C)=O)C(OC)C2)CC(=O)C(C)C=C(C)C(O)C(OC)C(=O)C(C)CC(C)C=CC=CC=C1C. Cell line: HT144. Synergy scores: synergy=8.06. (4) Drug 1: O=c1[nH]cc(F)c(=O)[nH]1. Drug 2: C#Cc1cccc(Nc2ncnc3cc(OCCOC)c(OCCOC)cc23)c1. Cell line: NCIH520. Synergy scores: synergy=7.24.